Dataset: Reaction yield outcomes from USPTO patents with 853,638 reactions. Task: Predict the reaction yield, written as a fraction of the theoretical maximum amount of product (1.0 means a 100% yield; for example, 0.34 means a 34% yield). (1) The yield is 0.530. No catalyst specified. The reactants are [S:1]1([CH2:7][CH:6]=[CH:5][CH2:4]1)(=[O:3])=[O:2].[C:8]1([NH:14][NH2:15])[CH:13]=[CH:12][CH:11]=[CH:10][CH:9]=1.[OH-].[K+]. The product is [C:8]1([N:14]([CH:5]2[CH2:6][CH2:7][S:1](=[O:3])(=[O:2])[CH2:4]2)[NH2:15])[CH:13]=[CH:12][CH:11]=[CH:10][CH:9]=1. (2) The reactants are [Cl:1][C:2]1[CH:3]=[C:4]2[C:12](=[CH:13][CH:14]=1)[NH:11][C:10]1[CH:9]=[N:8][CH:7]=[C:6]([NH:15][C:16](=[O:21])[C:17]([F:20])([F:19])[F:18])[C:5]2=1.[N:22]([O-:24])=[O:23].[Na+]. The catalyst is C(O)(C(F)(F)F)=O. The product is [Cl:1][C:2]1[CH:3]=[C:4]2[C:12](=[C:13]([N+:22]([O-:24])=[O:23])[CH:14]=1)[NH:11][C:10]1[CH:9]=[N:8][CH:7]=[C:6]([NH:15][C:16](=[O:21])[C:17]([F:20])([F:19])[F:18])[C:5]2=1. The yield is 0.920. (3) The reactants are Cl.[Cl:2][C:3]1[CH:4]=[C:5]2[C:9](=[CH:10][CH:11]=1)[NH:8][CH:7]=[C:6]2[CH2:12][CH2:13][NH2:14].C1CN([P+](ON2N=NC3C=CC=CC2=3)(N2CCCC2)N2CCCC2)CC1.F[P-](F)(F)(F)(F)F.C(N(CC)C(C)C)(C)C.[F:57][C:58]1[CH:59]=[C:60]([N:64]2[CH2:68][CH2:67][CH:66]([C:69](O)=[O:70])[C:65]2=[O:72])[CH:61]=[CH:62][CH:63]=1. The catalyst is CN(C=O)C. The product is [Cl:2][C:3]1[CH:4]=[C:5]2[C:9](=[CH:10][CH:11]=1)[NH:8][CH:7]=[C:6]2[CH2:12][CH2:13][NH:14][C:69]([CH:66]1[CH2:67][CH2:68][N:64]([C:60]2[CH:61]=[CH:62][CH:63]=[C:58]([F:57])[CH:59]=2)[C:65]1=[O:72])=[O:70]. The yield is 0.410. (4) The reactants are [CH3:1][S:2]([OH:5])(=[O:4])=[O:3].[N:6]1[CH:11]=[CH:10][CH:9]=[C:8]([CH2:12][C@H:13]2[C@H:18]([NH:19][C:20]([C:22]3[O:23][C:24]4[CH:30]=[CH:29][CH:28]=[CH:27][C:25]=4[CH:26]=3)=[O:21])[CH:17]3[CH2:31][CH2:32][N:14]2[CH2:15][CH2:16]3)[CH:7]=1. The catalyst is C(O)C. The product is [CH3:1][S:2]([OH:5])(=[O:4])=[O:3].[N:6]1[CH:11]=[CH:10][CH:9]=[C:8]([CH2:12][C@H:13]2[C@H:18]([NH:19][C:20]([C:22]3[O:23][C:24]4[CH:30]=[CH:29][CH:28]=[CH:27][C:25]=4[CH:26]=3)=[O:21])[CH:17]3[CH2:31][CH2:32][N:14]2[CH2:15][CH2:16]3)[CH:7]=1. The yield is 0.925. (5) The reactants are [F:1][C:2]([F:37])([F:36])[C:3]1[CH:4]=[C:5]([NH:9][C:10](=[O:35])[C:11](=[CH:25][C:26]2[CH:31]=[CH:30][C:29]([CH:32]([CH3:34])[CH3:33])=[CH:28][CH:27]=2)[C:12]([NH:14][C:15]2[CH:20]=[CH:19][CH:18]=[C:17]([C:21]([F:24])([F:23])[F:22])[CH:16]=2)=[O:13])[CH:6]=[CH:7][CH:8]=1.[NH:38]1[CH2:43][CH2:42][O:41][CH2:40][CH2:39]1. The catalyst is C1COCC1. The product is [F:1][C:2]([F:36])([F:37])[C:3]1[CH:4]=[C:5]([NH:9][C:10](=[O:35])[CH:11]([CH:25]([C:26]2[CH:31]=[CH:30][C:29]([CH:32]([CH3:34])[CH3:33])=[CH:28][CH:27]=2)[N:38]2[CH2:43][CH2:42][O:41][CH2:40][CH2:39]2)[C:12]([NH:14][C:15]2[CH:20]=[CH:19][CH:18]=[C:17]([C:21]([F:22])([F:23])[F:24])[CH:16]=2)=[O:13])[CH:6]=[CH:7][CH:8]=1. The yield is 0.960. (6) The reactants are [N+:1]([C:4]1[CH2:9][CH2:8][CH2:7][CH2:6][CH:5]=1)([O-:3])=[O:2].[N:10]1[CH:15]=[CH:14][CH:13]=[CH:12][C:11]=1[CH:16]=[O:17].CCOCC.[Na+].[Cl-]. The catalyst is C(Cl)Cl. The product is [N+:1]([CH:4]1[CH2:9][CH2:8][CH2:7][CH2:6][C@@H:5]1[C:16]([C:11]1[CH:12]=[CH:13][CH:14]=[CH:15][N:10]=1)=[O:17])([O-:3])=[O:2]. The yield is 0.620. (7) The reactants are F[C:2]1[CH:7]=[CH:6][C:5]([C:8]([F:11])([F:10])[F:9])=[CH:4][N:3]=1.[OH:12][C:13]1[CH:14]=[C:15]2[C:20](=[CH:21][CH:22]=1)[N:19]=[C:18]([C:23]([O:25][CH3:26])=[O:24])[CH:17]=[CH:16]2.C(=O)([O-])[O-].[Cs+].[Cs+].CN(C)C=O. The catalyst is O. The product is [F:9][C:8]([F:11])([F:10])[C:5]1[CH:6]=[CH:7][C:2]([O:12][C:13]2[CH:14]=[C:15]3[C:20](=[CH:21][CH:22]=2)[N:19]=[C:18]([C:23]([O:25][CH3:26])=[O:24])[CH:17]=[CH:16]3)=[N:3][CH:4]=1. The yield is 0.910.